Dataset: Peptide-MHC class I binding affinity with 185,985 pairs from IEDB/IMGT. Task: Regression. Given a peptide amino acid sequence and an MHC pseudo amino acid sequence, predict their binding affinity value. This is MHC class I binding data. The peptide sequence is WFSSGLWPF. The MHC is HLA-A24:03 with pseudo-sequence HLA-A24:03. The binding affinity (normalized) is 0.872.